This data is from Reaction yield outcomes from USPTO patents with 853,638 reactions. The task is: Predict the reaction yield, written as a fraction of the theoretical maximum amount of product (1.0 means a 100% yield; for example, 0.34 means a 34% yield). (1) The reactants are [NH2:1][C:2]1[CH:3]=[C:4]([C:17]2[CH:22]=[CH:21][CH:20]=[CH:19][C:18]=2[NH:23][S:24]([C:27]([F:30])([F:29])[F:28])(=[O:26])=[O:25])[CH:5]=[CH:6][C:7]=1[N:8]([CH2:13][CH:14]([CH3:16])[CH3:15])[CH2:9][CH:10]([CH3:12])[CH3:11].[N:31]([C:34]1[CH:39]=[CH:38][C:37]([CH3:40])=[CH:36][CH:35]=1)=[C:32]=[O:33]. The catalyst is C1COCC1. The product is [CH2:9]([N:8]([CH2:13][CH:14]([CH3:16])[CH3:15])[C:7]1[CH:6]=[CH:5][C:4]([C:17]2[CH:22]=[CH:21][CH:20]=[CH:19][C:18]=2[NH:23][S:24]([C:27]([F:30])([F:28])[F:29])(=[O:26])=[O:25])=[CH:3][C:2]=1[NH:1][C:32]([NH:31][C:34]1[CH:39]=[CH:38][C:37]([CH3:40])=[CH:36][CH:35]=1)=[O:33])[CH:10]([CH3:11])[CH3:12]. The yield is 0.580. (2) The reactants are [CH3:1][C:2]([CH3:15])=[CH:3][CH2:4][NH:5][C:6]1[N:14]=[CH:13][N:12]=[C:11]2[C:7]=1[NH:8][CH:9]=[N:10]2.Br[CH2:17][CH2:18][Cl:19].C([O-])([O-])=O.[K+].[K+]. The catalyst is CS(C)=O. The product is [CH3:1][C:2]([CH3:15])=[CH:3][CH2:4][NH:5][C:6]1[N:14]=[CH:13][N:12]=[C:11]2[C:7]=1[N:8]=[CH:9][N:10]2[CH2:17][CH2:18][Cl:19]. The yield is 0.600. (3) The reactants are [Br-].[F:2][C:3]1[CH:4]=[CH:5][CH:6]=[CH:7][CH:8]=1.[NH:9]1[CH:13]=[CH:12][C:11]([C:14]([O:16][CH2:17][CH3:18])=[O:15])=[N:10]1.C([O-])([O-])=O.[K+].[K+]. The catalyst is CCOC(C)=O.[Cu]I. The product is [F:2][C:3]1[CH:8]=[C:7]([N:9]2[CH:13]=[CH:12][C:11]([C:14]([O:16][CH2:17][CH3:18])=[O:15])=[N:10]2)[CH:6]=[CH:5][CH:4]=1. The yield is 0.500. (4) The reactants are [OH:1][C:2]1[CH:9]=[C:8]([O:10][CH3:11])[C:7]([C:12]2[S:13][CH:14]=[CH:15][CH:16]=2)=[CH:6][C:3]=1[CH:4]=[O:5].C(=O)([O-])[O-].[K+].[K+].Br[CH2:24][CH2:25][CH2:26][OH:27]. The catalyst is CN(C=O)C. The product is [OH:27][CH2:26][CH2:25][CH2:24][O:1][C:2]1[CH:9]=[C:8]([O:10][CH3:11])[C:7]([C:12]2[S:13][CH:14]=[CH:15][CH:16]=2)=[CH:6][C:3]=1[CH:4]=[O:5]. The yield is 0.380. (5) The reactants are S(Cl)([Cl:3])=O.[CH3:5][C:6]1[CH:15]=[C:14]([CH2:16][N:17]2[C:25]3[C:20](=[CH:21][C:22]([C:26]([OH:28])=O)=[CH:23][CH:24]=3)[CH:19]=[CH:18]2)[C:13]2[CH2:12][CH:11]=[CH:10][CH2:9][C:8]=2[N:7]=1. The catalyst is C(Cl)Cl. The product is [CH3:5][C:6]1[CH:15]=[C:14]([CH2:16][N:17]2[C:25]3[C:20](=[CH:21][C:22]([C:26]([Cl:3])=[O:28])=[CH:23][CH:24]=3)[CH:19]=[CH:18]2)[C:13]2[CH2:12][CH:11]=[CH:10][CH2:9][C:8]=2[N:7]=1. The yield is 0.800.